The task is: Predict the reactants needed to synthesize the given product.. This data is from Full USPTO retrosynthesis dataset with 1.9M reactions from patents (1976-2016). (1) Given the product [Br-:17].[CH2:1]([C:3]1[CH:8]=[CH:7][C:6]([N+:9]2[CH:13]=[CH:12][N:11]([CH2:31][CH2:30][CH2:29][CH2:28][CH2:27][CH2:26][CH2:25][CH2:24][CH2:23][CH2:22][CH2:21][CH2:20][CH2:19][CH3:18])[CH:10]=2)=[C:5]([C:14]([OH:16])=[O:15])[CH:4]=1)[CH3:2], predict the reactants needed to synthesize it. The reactants are: [CH2:1]([C:3]1[CH:8]=[CH:7][C:6]([N:9]2[CH:13]=[CH:12][N:11]=[CH:10]2)=[C:5]([C:14]([OH:16])=[O:15])[CH:4]=1)[CH3:2].[Br:17][CH2:18][CH2:19][CH2:20][CH2:21][CH2:22][CH2:23][CH2:24][CH2:25][CH2:26][CH2:27][CH2:28][CH2:29][CH2:30][CH3:31]. (2) Given the product [CH:7]1[C:2]2[C:11]3[CH:12]=[CH:13][CH:14]=[CH:15][C:10]=3[CH2:9][CH2:8][C:3]=2[N:4]=[CH:5][CH:6]=1, predict the reactants needed to synthesize it. The reactants are: Br[C:2]1[C:3]([CH2:8][CH2:9][C:10]2[CH:15]=[CH:14][CH:13]=[CH:12][CH:11]=2)=[N:4][CH:5]=[CH:6][CH:7]=1.C([O-])([O-])=O.[K+].[K+].F[B-](F)(F)F.C1([PH+](C2CCCCC2)C2CCCCC2)CCCCC1. (3) The reactants are: Cl[C:2]1[C:7]([C:8]#[N:9])=[C:6]([CH:10]2[CH2:15][CH2:14][CH2:13][CH2:12][O:11]2)[C:5]([C:16]#[N:17])=[C:4]([CH3:18])[N:3]=1.[S-2:19].[Na+].[Na+]. Given the product [CH3:18][C:4]1[C:5]([C:16]#[N:17])=[C:6]([CH:10]2[CH2:15][CH2:14][CH2:13][CH2:12][O:11]2)[C:7]([C:8]#[N:9])=[C:2]([SH:19])[N:3]=1, predict the reactants needed to synthesize it. (4) Given the product [CH3:1][O:5][C:6]([NH:8][C@@H:9]([C:61]1([CH3:67])[CH2:62][CH2:63][O:64][CH2:65][CH2:66]1)[C:10]([N:12]1[C@@H:16]([CH3:17])[CH2:15][CH2:14][C@H:13]1[C:18]1[NH:22][C:21]2[C:23]3[C:28]([CH:29]=[CH:30][C:20]=2[N:19]=1)=[CH:27][C:26]1[C:31]2[C:36]([CH2:37][O:38][C:25]=1[CH:24]=3)=[CH:35][C:34]([C:39]1[NH:43][C:42]([C@@H:44]3[CH2:48][CH2:47][C@H:46]([CH3:49])[N:45]3[C:50](=[O:60])[C@@H:51]([NH:55][C:56](=[O:59])[O:57][CH3:58])[CH:52]([CH3:54])[CH3:53])=[N:41][CH:40]=1)=[CH:33][CH:32]=2)=[O:11])=[O:7], predict the reactants needed to synthesize it. The reactants are: [C:1]([O:5][C:6]([NH:8][C@@H:9]([C:61]1([CH3:67])[CH2:66][CH2:65][O:64][CH2:63][CH2:62]1)[C:10]([N:12]1[C@@H:16]([CH3:17])[CH2:15][CH2:14][C@H:13]1[C:18]1[NH:22][C:21]2[C:23]3[C:28]([CH:29]=[CH:30][C:20]=2[N:19]=1)=[CH:27][C:26]1[C:31]2[C:36]([CH2:37][O:38][C:25]=1[CH:24]=3)=[CH:35][C:34]([C:39]1[NH:43][C:42]([C@@H:44]3[CH2:48][CH2:47][C@H:46]([CH3:49])[N:45]3[C:50](=[O:60])[C@@H:51]([NH:55][C:56](=[O:59])[O:57][CH3:58])[CH:52]([CH3:54])[CH3:53])=[N:41][CH:40]=1)=[CH:33][CH:32]=2)=[O:11])=[O:7])(C)(C)C.Cl.ClC(OC)=O.C(N(C(C)C)CC)(C)C.